Dataset: Forward reaction prediction with 1.9M reactions from USPTO patents (1976-2016). Task: Predict the product of the given reaction. Given the reactants [Cl:1][C:2]1[CH:7]=[CH:6][C:5](B(O)O)=[CH:4][CH:3]=1.Br[C:12]1[CH:17]=[CH:16][N:15]=[CH:14][CH:13]=1.C(=O)([O-])[O-].[K+].[K+], predict the reaction product. The product is: [Cl:1][C:2]1[CH:7]=[CH:6][C:5]([C:12]2[CH:17]=[CH:16][N:15]=[CH:14][CH:13]=2)=[CH:4][CH:3]=1.